Dataset: Reaction yield outcomes from USPTO patents with 853,638 reactions. Task: Predict the reaction yield, written as a fraction of the theoretical maximum amount of product (1.0 means a 100% yield; for example, 0.34 means a 34% yield). (1) The reactants are C1(C(C2C=CC=CC=2)=[N:8][NH:9][C:10]2[CH:15]=[CH:14][C:13]([O:16][C:17]([F:23])([F:22])[C:18]([F:21])([F:20])[F:19])=[CH:12][CH:11]=2)C=CC=CC=1.[ClH:30]. The catalyst is CCO. The product is [ClH:30].[F:22][C:17]([F:23])([O:16][C:13]1[CH:12]=[CH:11][C:10]([NH:9][NH2:8])=[CH:15][CH:14]=1)[C:18]([F:19])([F:21])[F:20]. The yield is 0.820. (2) The product is [NH2:34][C:11]1[CH:10]=[N:9][C:8]2[N:3]([CH2:1][CH3:2])[C:4](=[O:19])[N:5]([CH2:17][CH3:18])[C:6](=[O:16])[C:7]=2[CH:12]=1. The yield is 0.314. The catalyst is C(O)(C)(C)C. The reactants are [CH2:1]([N:3]1[C:8]2[N:9]=[CH:10][C:11](C(O)=O)=[CH:12][C:7]=2[C:6](=[O:16])[N:5]([CH2:17][CH3:18])[C:4]1=[O:19])[CH3:2].C1C=CC(P([N:34]=[N+]=[N-])(C2C=CC=CC=2)=O)=CC=1. (3) The reactants are [CH2:1]([C@H:3]1[C@@H:7]([C:8]2[N:12]3[C:13]4[CH:19]=[CH:18][N:17](S(C5C=CC(C)=CC=5)(=O)=O)[C:14]=4[N:15]=[CH:16][C:11]3=[N:10][N:9]=2)[CH2:6][C:5](=[CH:30][C:31]([O:33][CH2:34][CH3:35])=[O:32])[CH2:4]1)[CH3:2].CCCC[N+](CCCC)(CCCC)CCCC.[F-].CCOC(C)=O. The yield is 1.00. The catalyst is C1COCC1.[Cl-].[Na+].O. The product is [CH2:1]([C@H:3]1[C@@H:7]([C:8]2[N:12]3[C:13]4[CH:19]=[CH:18][NH:17][C:14]=4[N:15]=[CH:16][C:11]3=[N:10][N:9]=2)[CH2:6][C:5](=[CH:30][C:31]([O:33][CH2:34][CH3:35])=[O:32])[CH2:4]1)[CH3:2]. (4) The reactants are CS[C:3]1[C:4]2[NH:11][N:10]=[CH:9][C:5]=2[N:6]=[CH:7][N:8]=1.[Cl:12][C:13]1[CH:14]=[C:15]([CH:17]=[CH:18][C:19]=1[O:20][CH2:21][C:22]1[CH:27]=[CH:26][CH:25]=[C:24]([F:28])[CH:23]=1)[NH2:16].Cl.N1C=CC=CC=1. The catalyst is CN1CCCC1=O.C(OCC)(=O)C. The product is [Cl:12][C:13]1[CH:14]=[C:15]([NH:16][C:3]2[C:4]3[NH:11][N:10]=[CH:9][C:5]=3[N:6]=[CH:7][N:8]=2)[CH:17]=[CH:18][C:19]=1[O:20][CH2:21][C:22]1[CH:27]=[CH:26][CH:25]=[C:24]([F:28])[CH:23]=1. The yield is 0.610. (5) The reactants are [Si:1]([O:8][CH2:9][C@@H:10]1[C@@H:14]([OH:15])[CH2:13][C@H:12]([NH:16][C:17](=[O:23])[O:18][C:19]([CH3:22])([CH3:21])[CH3:20])[CH2:11]1)([C:4]([CH3:7])([CH3:6])[CH3:5])([CH3:3])[CH3:2].N1C=CN=C1.[CH:29]([Si:32]([CH:37]([CH3:39])[CH3:38])([CH:34]([CH3:36])[CH3:35])Cl)([CH3:31])[CH3:30]. The catalyst is CN(C=O)C. The product is [Si:1]([O:8][CH2:9][C@@H:10]1[C@@H:14]([O:15][Si:32]([CH:37]([CH3:39])[CH3:38])([CH:34]([CH3:36])[CH3:35])[CH:29]([CH3:31])[CH3:30])[CH2:13][C@H:12]([NH:16][C:17](=[O:23])[O:18][C:19]([CH3:22])([CH3:21])[CH3:20])[CH2:11]1)([C:4]([CH3:7])([CH3:6])[CH3:5])([CH3:3])[CH3:2]. The yield is 0.930. (6) The reactants are [SH:1][C:2]1[C:3]([CH3:11])=[C:4]([CH:8]=[CH:9][CH:10]=1)[C:5](O)=[O:6].[C:12](=O)([O-])[O-].[Cs+].[Cs+].IC.CN(C)[CH:22]=[O:23]. The catalyst is C(OCC)(=O)C. The product is [CH3:11][C:3]1[C:2]([S:1][CH3:12])=[CH:10][CH:9]=[CH:8][C:4]=1[C:5]([O:23][CH3:22])=[O:6]. The yield is 0.580.